The task is: Predict the reactants needed to synthesize the given product.. This data is from Full USPTO retrosynthesis dataset with 1.9M reactions from patents (1976-2016). (1) Given the product [CH2:27]([NH:34][C:24]([C:10]1[C:11]([NH:13][CH2:14][C:15]2[CH:20]=[CH:19][C:18]([O:21][CH3:22])=[C:17]([Cl:23])[CH:16]=2)=[N:12][C:7]([N:3]2[CH2:4][CH:5]3[CH:1]([CH2:6]3)[CH2:2]2)=[N:8][CH:9]=1)=[O:26])[C:28]1[CH:33]=[CH:32][CH:31]=[CH:30][CH:29]=1, predict the reactants needed to synthesize it. The reactants are: [CH:1]12[CH2:6][CH:5]1[CH2:4][N:3]([C:7]1[N:12]=[C:11]([NH:13][CH2:14][C:15]3[CH:20]=[CH:19][C:18]([O:21][CH3:22])=[C:17]([Cl:23])[CH:16]=3)[C:10]([C:24]([OH:26])=O)=[CH:9][N:8]=1)[CH2:2]2.[CH2:27]([NH2:34])[C:28]1[CH:33]=[CH:32][CH:31]=[CH:30][CH:29]=1.CN(C(ON1N=NC2C=CC=NC1=2)=[N+](C)C)C.F[P-](F)(F)(F)(F)F.CCN(C(C)C)C(C)C. (2) Given the product [CH3:1][O:2][C:3]1[CH:8]=[CH:7][C:6]([NH:9][S:10]([Cl:16])(=[O:13])=[O:11])=[CH:5][CH:4]=1, predict the reactants needed to synthesize it. The reactants are: [CH3:1][O:2][C:3]1[CH:8]=[CH:7][C:6]([NH:9][S:10](=[O:13])(=O)[O-:11])=[CH:5][CH:4]=1.[Na+].P(Cl)(Cl)(Cl)(Cl)[Cl:16].